Dataset: Forward reaction prediction with 1.9M reactions from USPTO patents (1976-2016). Task: Predict the product of the given reaction. (1) Given the reactants [C:1]([C:5]1[CH:6]=[C:7]([N+:19]([O-])=O)[C:8]([O:17][CH3:18])=[C:9]([N:11]([CH3:16])[S:12]([CH3:15])(=[O:14])=[O:13])[CH:10]=1)([CH3:4])([CH3:3])[CH3:2], predict the reaction product. The product is: [NH2:19][C:7]1[C:8]([O:17][CH3:18])=[C:9]([N:11]([CH3:16])[S:12]([CH3:15])(=[O:14])=[O:13])[CH:10]=[C:5]([C:1]([CH3:3])([CH3:4])[CH3:2])[CH:6]=1. (2) Given the reactants [O:1]=[P:2]12[O:13]P3(OP(OP(O3)(O1)=O)(=O)O2)=O.[F:15][P-](F)(F)(F)(F)F.[CH2:22]([N+:26]1[CH:30]=[CH:29][N:28]([CH3:31])[CH:27]=1)[CH2:23][CH2:24][CH3:25].C(=O)(OC)OC.[FH:38], predict the reaction product. The product is: [P:2]([F:15])([F:38])([O-:13])=[O:1].[CH2:22]([N+:26]1[CH:30]=[CH:29][N:28]([CH3:31])[CH:27]=1)[CH2:23][CH2:24][CH3:25]. (3) Given the reactants CCC1C=CC(CC[O:11]C2C=CC(CC3SC(=O)NC3=O)=CC=2)=NC=1.Cl.C(O)[C@H]1[O:33][C@H:32]([O:34][C@]2(CO)O[C@H](CO)[C@@H](O)[C@@H]2O)[C@H:31]([OH:46])[C@@H:30]([OH:47])[C@@H:29]1[OH:48], predict the reaction product. The product is: [C:32]([OH:33])(=[O:34])[CH:31]([CH:30]([C:29]([OH:48])=[O:11])[OH:47])[OH:46]. (4) Given the reactants [NH2:1][C:2]1[CH:10]=[CH:9][C:5]([C:6]([OH:8])=[O:7])=[CH:4][C:3]=1[N+:11]([O-:13])=[O:12].O=S(Cl)Cl.[CH3:18]O, predict the reaction product. The product is: [NH2:1][C:2]1[CH:10]=[CH:9][C:5]([C:6]([O:8][CH3:18])=[O:7])=[CH:4][C:3]=1[N+:11]([O-:13])=[O:12]. (5) Given the reactants Cl[CH2:2][C:3]1[O:7][C:6]([C:8]2[CH:13]=[CH:12][C:11]([C:14]3[C:19]([CH3:20])=[CH:18][CH:17]=[C:16]([C:21]([NH:23][CH:24]4[CH2:26][CH2:25]4)=[O:22])[CH:15]=3)=[CH:10][CH:9]=2)=[N:5][N:4]=1.[I-].[K+].C[N:30]([CH:32]=O)C, predict the reaction product. The product is: [CH:32]1([NH:30][CH2:2][C:3]2[O:7][C:6]([C:8]3[CH:13]=[CH:12][C:11]([C:14]4[C:19]([CH3:20])=[CH:18][CH:17]=[C:16]([C:21]([NH:23][CH:24]5[CH2:26][CH2:25]5)=[O:22])[CH:15]=4)=[CH:10][CH:9]=3)=[N:5][N:4]=2)[CH2:12][CH2:13][CH2:8][CH2:9][CH2:10]1. (6) Given the reactants [Cl:1][C:2]1[CH:7]=[CH:6][C:5]([CH2:8][C:9]2[C:18]3[C:13](=[CH:14][CH:15]=[CH:16][CH:17]=3)[C:12](=[O:19])[N:11]([CH2:20][C@H:21]3[CH2:25][CH2:24][CH2:23][N:22]3[CH2:26][C:27]([O:29]C(C)(C)C)=[O:28])[N:10]=2)=[CH:4][CH:3]=1.[C:34]([OH:40])([C:36]([F:39])([F:38])[F:37])=[O:35], predict the reaction product. The product is: [F:37][C:36]([F:39])([F:38])[C:34]([OH:40])=[O:35].[Cl:1][C:2]1[CH:7]=[CH:6][C:5]([CH2:8][C:9]2[C:18]3[C:13](=[CH:14][CH:15]=[CH:16][CH:17]=3)[C:12](=[O:19])[N:11]([CH2:20][C@H:21]3[CH2:25][CH2:24][CH2:23][N:22]3[CH2:26][C:27]([OH:29])=[O:28])[N:10]=2)=[CH:4][CH:3]=1.